This data is from Peptide-MHC class I binding affinity with 185,985 pairs from IEDB/IMGT. The task is: Regression. Given a peptide amino acid sequence and an MHC pseudo amino acid sequence, predict their binding affinity value. This is MHC class I binding data. (1) The peptide sequence is EEVPNIIHEA. The MHC is HLA-B45:01 with pseudo-sequence HLA-B45:01. The binding affinity (normalized) is 0.483. (2) The binding affinity (normalized) is 0.0198. The peptide sequence is KRQEILDLWVY. The MHC is HLA-A23:01 with pseudo-sequence HLA-A23:01. (3) The MHC is HLA-A24:02 with pseudo-sequence HLA-A24:02. The binding affinity (normalized) is 0.224. The peptide sequence is KFMSNGEHV. (4) The peptide sequence is PLFPGITRV. The MHC is HLA-A69:01 with pseudo-sequence HLA-A69:01. The binding affinity (normalized) is 0.0847. (5) The peptide sequence is THFQRKRRV. The MHC is HLA-B27:05 with pseudo-sequence HLA-B27:05. The binding affinity (normalized) is 0.0847. (6) The peptide sequence is TLMNVITLV. The MHC is HLA-B15:01 with pseudo-sequence HLA-B15:01. The binding affinity (normalized) is 0.194.